This data is from HIV replication inhibition screening data with 41,000+ compounds from the AIDS Antiviral Screen. The task is: Binary Classification. Given a drug SMILES string, predict its activity (active/inactive) in a high-throughput screening assay against a specified biological target. The molecule is CC(C)CCCC(C)C1CCC2C3CCC4CC(CCCC(c5cc(Cl)c(O)c(C(=O)O)c5)c5cc(Cl)c(O)c(C(=O)O)c5)CCC4(C)C3CCC12C.[NaH]. The result is 1 (active).